From a dataset of Full USPTO retrosynthesis dataset with 1.9M reactions from patents (1976-2016). Predict the reactants needed to synthesize the given product. (1) Given the product [CH2:36]([O:35][C:33](=[O:34])[CH2:32][N:26]1[CH2:31][CH2:30][N:29]([CH2:2][C:3]2[S:7][C:6]([C:8]3[NH:9][C:10]4[C:15]([CH:16]=3)=[CH:14][CH:13]=[CH:12][C:11]=4[NH:17][S:18]([C:21]3[S:22][CH:23]=[CH:24][CH:25]=3)(=[O:20])=[O:19])=[N:5][CH:4]=2)[CH2:28][CH2:27]1)[CH3:37], predict the reactants needed to synthesize it. The reactants are: Cl[CH2:2][C:3]1[S:7][C:6]([C:8]2[NH:9][C:10]3[C:15]([CH:16]=2)=[CH:14][CH:13]=[CH:12][C:11]=3[NH:17][S:18]([C:21]2[S:22][CH:23]=[CH:24][CH:25]=2)(=[O:20])=[O:19])=[N:5][CH:4]=1.[N:26]1([CH2:32][C:33]([O:35][CH2:36][CH3:37])=[O:34])[CH2:31][CH2:30][NH:29][CH2:28][CH2:27]1.C(N(CC)CC)C.[Cl-].[NH4+]. (2) Given the product [OH:8][C@H:9]1[CH2:14][N:13]([CH2:15][C:16]2[CH:21]=[CH:20][C:19]([O:22][CH3:23])=[CH:18][CH:17]=2)[C:12](=[O:24])[CH2:11][CH2:10]1, predict the reactants needed to synthesize it. The reactants are: [Si]([O:8][C@H:9]1[CH2:14][N:13]([CH2:15][C:16]2[CH:21]=[CH:20][C:19]([O:22][CH3:23])=[CH:18][CH:17]=2)[C:12](=[O:24])[CH2:11][CH2:10]1)(C(C)(C)C)(C)C.[F-].C([N+](CCCC)(CCCC)CCCC)CCC. (3) Given the product [NH2:31][C@H:4]([CH2:3][CH:2]([CH3:39])[CH3:1])[C:5]([NH:6][CH:7]1[CH2:16][C:15]2[C:10](=[C:11]([N:17]3[CH2:21][CH2:20][CH2:19][C:18]3=[O:22])[CH:12]=[CH:13][CH:14]=2)[N:9]([CH2:23][C:24]2[CH:28]=[CH:27][S:26][CH:25]=2)[C:8]1=[O:29])=[O:30], predict the reactants needed to synthesize it. The reactants are: [CH3:1][CH:2]([CH3:39])[CH2:3][C@@H:4]([NH:31]C(=O)OC(C)(C)C)[C:5](=[O:30])[NH:6][CH:7]1[CH2:16][C:15]2[C:10](=[C:11]([N:17]3[CH2:21][CH2:20][CH2:19][C:18]3=[O:22])[CH:12]=[CH:13][CH:14]=2)[N:9]([CH2:23][C:24]2[CH:28]=[CH:27][S:26][CH:25]=2)[C:8]1=[O:29].Cl.C(=O)(O)[O-].[Na+]. (4) Given the product [F:1][C:2]1([F:21])[C:8]([CH3:10])([CH3:9])[O:7][CH2:6][C:5]([NH2:11])=[N:4][C@@:3]1([C:13]1[CH:18]=[C:17]([C:23]#[C:22][Si:24]([CH3:27])([CH3:26])[CH3:25])[CH:16]=[CH:15][C:14]=1[F:20])[CH3:12], predict the reactants needed to synthesize it. The reactants are: [F:1][C:2]1([F:21])[C:8]([CH3:10])([CH3:9])[O:7][CH2:6][C:5]([NH2:11])=[N:4][C@@:3]1([C:13]1[CH:18]=[C:17](I)[CH:16]=[CH:15][C:14]=1[F:20])[CH3:12].[C:22]([Si:24]([CH3:27])([CH3:26])[CH3:25])#[CH:23]. (5) Given the product [Br:4][C:5]1[C:13]2[C:8](=[N:9][CH:10]=[N:11][C:12]=2[O:2][CH3:1])[N:7]([CH2:15][O:16][CH2:17][CH2:18][Si:19]([CH3:22])([CH3:21])[CH3:20])[N:6]=1, predict the reactants needed to synthesize it. The reactants are: [CH3:1][O-:2].[Na+].[Br:4][C:5]1[C:13]2[C:8](=[N:9][CH:10]=[N:11][C:12]=2Cl)[N:7]([CH2:15][O:16][CH2:17][CH2:18][Si:19]([CH3:22])([CH3:21])[CH3:20])[N:6]=1. (6) Given the product [CH2:1]([Sn:5]([CH2:6][CH2:7][CH2:8][CH3:9])([O:15][CH2:11][CH2:12][CH2:13][CH3:14])[O:10][Sn:5]([CH2:6][CH2:7][CH2:8][CH3:9])([CH2:1][CH2:2][CH2:3][CH3:4])[O:15][CH2:11][CH2:12][CH2:13][CH3:14])[CH2:2][CH2:3][CH3:4], predict the reactants needed to synthesize it. The reactants are: [CH2:1]([Sn:5](=[O:10])[CH2:6][CH2:7][CH2:8][CH3:9])[CH2:2][CH2:3][CH3:4].[CH2:11]([OH:15])[CH2:12][CH2:13][CH3:14]. (7) Given the product [C:2]1([O:25][C:2]2[CH:3]=[C:4]([CH:15]=[C:16]([O:22][C:19]3[CH:11]=[CH:12][CH:7]=[CH:8][CH:9]=3)[CH:17]=2)[C:5]([C:7]2[CH:12]=[CH:11][C:10]([O:13][CH3:14])=[CH:9][CH:8]=2)=[O:6])[CH:3]=[CH:4][CH:15]=[CH:16][CH:17]=1, predict the reactants needed to synthesize it. The reactants are: F[C:2]1[CH:3]=[C:4]([CH:15]=[C:16](F)[CH:17]=1)[C:5]([C:7]1[CH:12]=[CH:11][C:10]([O:13][CH3:14])=[CH:9][CH:8]=1)=[O:6].[C:19](=[O:22])([O-])[O-].[K+].[K+].[OH2:25]. (8) Given the product [CH:1]1([C:4]2[N:8]([CH3:9])[C:7]3[CH:10]=[C:11]([N:14]4[CH:19]=[CH:18][C:17]([O:20][CH2:23][C:24]#[N:25])=[CH:16][C:15]4=[O:21])[CH:12]=[CH:13][C:6]=3[N:5]=2)[CH2:2][CH2:3]1, predict the reactants needed to synthesize it. The reactants are: [CH:1]1([C:4]2[N:8]([CH3:9])[C:7]3[CH:10]=[C:11]([N:14]4[CH:19]=[CH:18][C:17]([OH:20])=[CH:16][C:15]4=[O:21])[CH:12]=[CH:13][C:6]=3[N:5]=2)[CH2:3][CH2:2]1.Br[CH2:23][C:24]#[N:25].C(=O)([O-])[O-].[K+].[K+].CN(C=O)C.